From a dataset of Forward reaction prediction with 1.9M reactions from USPTO patents (1976-2016). Predict the product of the given reaction. (1) Given the reactants [CH2:1]([O:4][C:5]1([CH3:45])[CH2:10][CH2:9][N:8]([C:11]2[N:16]3[N:17]=[C:18]([C:20]4[S:21][C:22]([CH2:25][C:26]5[CH:31]=[CH:30][CH:29]=[CH:28][C:27]=5[OH:32])=[CH:23][N:24]=4)[CH:19]=[C:15]3[N:14]=[C:13]([CH3:33])[C:12]=2[C@H:34]([O:40][C:41]([CH3:44])([CH3:43])[CH3:42])[C:35]([O:37][CH2:38][CH3:39])=[O:36])[CH2:7][CH2:6]1)[CH:2]=[CH2:3].[CH2:46](O)[CH2:47][CH:48]=[CH2:49].C1C=CC(P(C2C=CC=CC=2)C2C=CC=CC=2)=CC=1.CC(OC(/N=N/C(OC(C)C)=O)=O)C, predict the reaction product. The product is: [CH2:1]([O:4][C:5]1([CH3:45])[CH2:10][CH2:9][N:8]([C:11]2[N:16]3[N:17]=[C:18]([C:20]4[S:21][C:22]([CH2:25][C:26]5[CH:31]=[CH:30][CH:29]=[CH:28][C:27]=5[O:32][CH2:49][CH2:48][CH:47]=[CH2:46])=[CH:23][N:24]=4)[CH:19]=[C:15]3[N:14]=[C:13]([CH3:33])[C:12]=2[C@H:34]([O:40][C:41]([CH3:44])([CH3:43])[CH3:42])[C:35]([O:37][CH2:38][CH3:39])=[O:36])[CH2:7][CH2:6]1)[CH:2]=[CH2:3]. (2) The product is: [Cl:1][C:2]1[C:3]([C:19]([OH:21])=[O:20])=[C:4]2[CH:9]=[CH:8][CH:7]=[N:6][N:5]2[C:10]=1[CH:11]([CH:13]1[CH2:18][CH2:17][O:16][CH2:15][CH2:14]1)[CH3:12]. Given the reactants [Cl:1][C:2]1[C:3]([C:19]([O:21]CC)=[O:20])=[C:4]2[CH:9]=[CH:8][CH:7]=[N:6][N:5]2[C:10]=1[CH:11]([CH:13]1[CH2:18][CH2:17][O:16][CH2:15][CH2:14]1)[CH3:12].[OH-].[Na+].Cl, predict the reaction product. (3) Given the reactants P(Cl)(Cl)([Cl:3])=O.[N:6]1([S:12]([C:15]2[CH:16]=[C:17]([CH2:21]O)[CH:18]=[CH:19][CH:20]=2)(=[O:14])=[O:13])[CH2:11][CH2:10][CH2:9][CH2:8][CH2:7]1.C(=O)([O-])[O-].[Na+].[Na+], predict the reaction product. The product is: [Cl:3][CH2:21][C:17]1[CH:16]=[C:15]([S:12]([N:6]2[CH2:11][CH2:10][CH2:9][CH2:8][CH2:7]2)(=[O:14])=[O:13])[CH:20]=[CH:19][CH:18]=1. (4) Given the reactants Cl.[CH3:2][C:3]([CH3:8])([CH3:7])[C:4]([NH2:6])=O.Br[CH2:10][C:11]([C:13]1[CH:18]=[CH:17][C:16]([CH3:19])=[CH:15][CH:14]=1)=O.C([O-])([O-])=O.[K+].[K+].C[N:27](C=O)C, predict the reaction product. The product is: [C:3]([C:4]1[NH:27][C:11]([C:13]2[CH:18]=[CH:17][C:16]([CH3:19])=[CH:15][CH:14]=2)=[CH:10][N:6]=1)([CH3:8])([CH3:7])[CH3:2]. (5) Given the reactants [CH3:1][O:2][C:3]1[CH:8]=[C:7]([CH3:9])[C:6]([S:10]([N:13]([CH2:15][C:16]2[O:17][CH:18]=[C:19]([C:21]([OH:23])=O)[N:20]=2)[CH3:14])(=[O:12])=[O:11])=[C:5]([CH3:24])[CH:4]=1.CCN=C=NCCCN(C)C.C1C=CC2N(O)N=NC=2C=1.Cl.[CH3:47][O:48][CH:49]1[CH2:53][CH2:52][N:51]([CH2:54][C:55]2[CH:63]=[CH:62][C:58]([CH2:59][NH:60][CH3:61])=[CH:57][CH:56]=2)[CH2:50]1, predict the reaction product. The product is: [CH3:1][O:2][C:3]1[CH:4]=[C:5]([CH3:24])[C:6]([S:10]([N:13]([CH2:15][C:16]2[O:17][CH:18]=[C:19]([C:21]([N:60]([CH2:59][C:58]3[CH:57]=[CH:56][C:55]([CH2:54][N:51]4[CH2:52][CH2:53][CH:49]([O:48][CH3:47])[CH2:50]4)=[CH:63][CH:62]=3)[CH3:61])=[O:23])[N:20]=2)[CH3:14])(=[O:11])=[O:12])=[C:7]([CH3:9])[CH:8]=1. (6) Given the reactants Cl[C:2]1[C:3]([C:18]2[CH:23]=[CH:22][C:21]([Cl:24])=[CH:20][CH:19]=2)=[C:4]([C:11]2[CH:16]=[CH:15][C:14]([Cl:17])=[CH:13][CH:12]=2)[C:5]2[N:6]([CH:8]=[N:9][N:10]=2)[N:7]=1.[CH3:25][O:26][C:27]1[CH:34]=[CH:33][C:30]([CH2:31][OH:32])=[CH:29][CH:28]=1.C(N=P1(N(CC)CC)N(C)CCCN1C)(C)(C)C, predict the reaction product. The product is: [Cl:24][C:21]1[CH:22]=[CH:23][C:18]([C:3]2[C:2]([O:32][CH2:31][C:30]3[CH:33]=[CH:34][C:27]([O:26][CH3:25])=[CH:28][CH:29]=3)=[N:7][N:6]3[CH:8]=[N:9][N:10]=[C:5]3[C:4]=2[C:11]2[CH:16]=[CH:15][C:14]([Cl:17])=[CH:13][CH:12]=2)=[CH:19][CH:20]=1. (7) Given the reactants [Cl:1][C:2]1[CH:3]=[CH:4][C:5]([CH3:11])=[C:6]([N:8]=[C:9]=[S:10])[CH:7]=1.[NH2:12][C:13]1[S:14][CH:15]=[CH:16][N:17]=1, predict the reaction product. The product is: [Cl:1][C:2]1[CH:3]=[CH:4][C:5]([CH3:11])=[C:6]([NH:8][C:9]([NH:12][C:13]2[S:14][CH:15]=[CH:16][N:17]=2)=[S:10])[CH:7]=1. (8) Given the reactants [NH2:1][CH:2]([C:12]1[C:20]2[C:15](=[CH:16][CH:17]=[C:18]([Br:21])[CH:19]=2)[NH:14][CH:13]=1)[CH2:3][NH:4][C:5](=[O:11])[O:6][C:7]([CH3:10])([CH3:9])[CH3:8].[NH:22]1[C:30]2[C:25](=[CH:26][CH:27]=[CH:28][CH:29]=2)[C:24]([C:31](O)=[O:32])=[CH:23]1.C1(N=C=NC2CCCCC2)CCCCC1, predict the reaction product. The product is: [Br:21][C:18]1[CH:19]=[C:20]2[C:15](=[CH:16][CH:17]=1)[NH:14][CH:13]=[C:12]2[CH:2]([NH:1][C:31]([C:24]1[C:25]2[C:30](=[CH:29][CH:28]=[CH:27][CH:26]=2)[NH:22][CH:23]=1)=[O:32])[CH2:3][NH:4][C:5](=[O:11])[O:6][C:7]([CH3:9])([CH3:10])[CH3:8]. (9) Given the reactants [NH2:1][C:2]1[CH:3]=[CH:4][C:5]2[O:10][CH2:9][C:8](=[O:11])[NH:7][C:6]=2[CH:12]=1.Cl[CH2:14][C:15]([N:17]1[CH2:22][CH2:21][CH:20]([CH2:23][C:24]2[CH:29]=[CH:28][C:27]([F:30])=[CH:26][CH:25]=2)[CH2:19][CH2:18]1)=[O:16], predict the reaction product. The product is: [F:30][C:27]1[CH:28]=[CH:29][C:24]([CH2:23][CH:20]2[CH2:21][CH2:22][N:17]([C:15](=[O:16])[CH2:14][NH:1][C:2]3[CH:3]=[CH:4][C:5]4[O:10][CH2:9][C:8](=[O:11])[NH:7][C:6]=4[CH:12]=3)[CH2:18][CH2:19]2)=[CH:25][CH:26]=1.